Dataset: Reaction yield outcomes from USPTO patents with 853,638 reactions. Task: Predict the reaction yield, written as a fraction of the theoretical maximum amount of product (1.0 means a 100% yield; for example, 0.34 means a 34% yield). (1) The reactants are [NH2:1][N:2]1[C:6](=[O:7])[C:5]2=[CH:8][CH:9]=[CH:10][CH:11]=[C:4]2[C:3]1=[O:12].CO[CH:15]1[CH2:19][CH2:18][CH:17](OC)O1.Cl. The catalyst is O1CCOCC1. The product is [N:1]1([N:2]2[C:3](=[O:12])[C:4]3[C:5](=[CH:8][CH:9]=[CH:10][CH:11]=3)[C:6]2=[O:7])[CH:15]=[CH:19][CH:18]=[CH:17]1. The yield is 0.540. (2) The reactants are [CH3:1][C:2]1[CH:31]=[CH:30][C:5]([C:6]([NH:8][C:9]2[C:22]3[C:21](=[O:23])[C:20]4[C:15](=[CH:16][CH:17]=[CH:18][CH:19]=4)[C:14](=[O:24])[C:13]=3[CH:12]=[CH:11][C:10]=2[NH:25][C:26](=[O:29])[CH2:27]Cl)=[O:7])=[CH:4][CH:3]=1.CCN(C(C)C)C(C)C.[CH3:41][N:42]1[CH2:47][CH2:46][NH:45][CH2:44][CH2:43]1.C(OCC)(=O)C. The catalyst is O1CCCC1.CCO.CCCCCC. The product is [CH3:1][C:2]1[CH:31]=[CH:30][C:5]([C:6]([NH:8][C:9]2[C:22]3[C:21](=[O:23])[C:20]4[C:15](=[CH:16][CH:17]=[CH:18][CH:19]=4)[C:14](=[O:24])[C:13]=3[CH:12]=[CH:11][C:10]=2[NH:25][C:26](=[O:29])[CH2:27][N:45]2[CH2:46][CH2:47][N:42]([CH3:41])[CH2:43][CH2:44]2)=[O:7])=[CH:4][CH:3]=1. The yield is 0.550. (3) The reactants are [CH:1]12[O:8][CH:5]([CH2:6][CH2:7]1)[CH2:4][N:3]([C:9]1[CH:14]=[C:13](Cl)[N:12]=[C:11]([OH:16])[N:10]=1)[CH2:2]2.[H-].[Na+].[H][H]. The catalyst is CC(O)C. The product is [CH:1]12[O:8][CH:5]([CH2:6][CH2:7]1)[CH2:4][N:3]([C:9]1[CH:14]=[C:13]([O:8][CH:5]([CH3:6])[CH3:4])[N:12]=[C:11]([OH:16])[N:10]=1)[CH2:2]2. The yield is 0.430. (4) The reactants are [C:1]([O:5][C:6]([N:8]1[C:13]2[CH:14]=[C:15]([Cl:21])[C:16]([N:18]([CH3:20])[CH3:19])=[CH:17][C:12]=2[O:11][CH:10]([C:22](O)=[O:23])[CH2:9]1)=[O:7])([CH3:4])([CH3:3])[CH3:2].CCN=C=NCCCN(C)C.C1C=CC2N(O)N=NC=2C=1.CCN(C(C)C)C(C)C.[F:55][C:56]1[CH:69]=[CH:68][C:59]([CH2:60][C:61]2([C:66]#[N:67])[CH2:65][CH2:64][NH:63][CH2:62]2)=[CH:58][CH:57]=1. The catalyst is CN(C=O)C. The product is [C:1]([O:5][C:6]([N:8]1[C:13]2[CH:14]=[C:15]([Cl:21])[C:16]([N:18]([CH3:20])[CH3:19])=[CH:17][C:12]=2[O:11][CH:10]([C:22]([N:63]2[CH2:64][CH2:65][C:61]([C:66]#[N:67])([CH2:60][C:59]3[CH:68]=[CH:69][C:56]([F:55])=[CH:57][CH:58]=3)[CH2:62]2)=[O:23])[CH2:9]1)=[O:7])([CH3:4])([CH3:3])[CH3:2]. The yield is 0.420. (5) The reactants are [H-].[Na+].Cl[C:4]1[C:5]([O:10][CH2:11][CH2:12][O:13][C:14]2[C:15]([N:20]3[CH2:25][CH2:24][N:23]([C:26]([O:28][C:29]([CH3:32])([CH3:31])[CH3:30])=[O:27])[CH2:22][CH2:21]3)=[N:16][CH:17]=[CH:18][N:19]=2)=[N:6][CH:7]=[CH:8][N:9]=1.O.[O:34]1CCOC[CH2:35]1. The catalyst is CO. The product is [CH3:35][O:34][C:4]1[C:5]([O:10][CH2:11][CH2:12][O:13][C:14]2[C:15]([N:20]3[CH2:25][CH2:24][N:23]([C:26]([O:28][C:29]([CH3:32])([CH3:31])[CH3:30])=[O:27])[CH2:22][CH2:21]3)=[N:16][CH:17]=[CH:18][N:19]=2)=[N:6][CH:7]=[CH:8][N:9]=1. The yield is 0.470. (6) The reactants are [NH2:1][C:2]1[CH:7]=[CH:6][CH:5]=[CH:4][CH:3]=1.[CH3:8][C:9]1[CH:10]([C:17]2[CH:24]=[CH:23][CH:22]=[CH:21][C:18]=2[CH:19]=O)[C:11]([CH3:16])=[C:12]([CH3:15])[C:13]=1[CH3:14]. The catalyst is C(O)C. The product is [CH3:8][C:9]1[CH:10]([C:17]2[CH:24]=[CH:23][CH:22]=[CH:21][C:18]=2[CH:19]=[N:1][C:2]2[CH:7]=[CH:6][CH:5]=[CH:4][CH:3]=2)[C:11]([CH3:16])=[C:12]([CH3:15])[C:13]=1[CH3:14]. The yield is 1.00. (7) The reactants are F.F.F.C(N(CC)CC)C.C(N(CC)CC)C.[Si]([O:35][CH2:36][C@H:37]1[O:41][C@@H:40]([N:42]2[CH:49]=[C:48]([CH3:50])[C:46](=[O:47])[NH:45][C:43]2=[O:44])[C@H:39]([O:51][CH2:52][CH2:53][O:54][N:55]([CH3:57])[CH3:56])[C@@H:38]1[OH:58])(C(C)(C)C)(C1C=CC=CC=1)C1C=CC=CC=1.CO. The catalyst is C1COCC1.C(Cl)Cl. The product is [CH3:56][N:55]([CH3:57])[O:54][CH2:53][CH2:52][O:51][C@@H:39]1[C@H:38]([OH:58])[C@@H:37]([CH2:36][OH:35])[O:41][C@H:40]1[N:42]1[CH:49]=[C:48]([CH3:50])[C:46](=[O:47])[NH:45][C:43]1=[O:44]. The yield is 0.925. (8) The yield is 0.460. The product is [F:1][C:2]1[CH:7]=[CH:6][C:5]([CH2:8][C:9]2[C:10]([N:15]3[CH2:21][C:20]4[CH:22]=[C:23]([C:26]5[N:31]=[C:30]6[NH:32][C:33]([NH2:35])=[N:34][C:29]6=[CH:28][CH:27]=5)[CH:24]=[CH:25][C:19]=4[O:18][CH2:17][CH2:16]3)=[N:11][CH:12]=[N:13][C:14]=2[CH3:42])=[CH:4][CH:3]=1. The reactants are [F:1][C:2]1[CH:7]=[CH:6][C:5]([CH2:8][C:9]2[C:10]([N:15]3[CH2:21][C:20]4[CH:22]=[C:23]([C:26]5[N:31]=[C:30]6[NH:32][C:33]([NH:35]C(=O)OC)=[N:34][C:29]6=[CH:28][CH:27]=5)[CH:24]=[CH:25][C:19]=4[O:18][CH2:17][CH2:16]3)=[N:11][CH:12]=[N:13][CH:14]=2)=[CH:4][CH:3]=1.[OH-].[K+].[CH3:42]O. No catalyst specified. (9) The reactants are [O:1]=[C:2]1[CH:7]([C:8]([O-:10])=O)[O:6][CH2:5][CH2:4][N:3]1[C:11]1[CH:16]=[CH:15][CH:14]=[CH:13][CH:12]=1.[Li+].Cl.C([NH+](CC)CC)C.N1C2C(=NC=CC=2)N(O)N=1.[F:36][C:37]1[CH:38]=[C:39]([NH2:56])[CH:40]=[CH:41][C:42]=1[O:43][C:44]1[C:53]2[C:48](=[CH:49][C:50]([O:54][CH3:55])=[CH:51][CH:52]=2)[N:47]=[CH:46][CH:45]=1. No catalyst specified. The product is [F:36][C:37]1[CH:38]=[C:39]([NH:56][C:8]([CH:7]2[O:6][CH2:5][CH2:4][N:3]([C:11]3[CH:16]=[CH:15][CH:14]=[CH:13][CH:12]=3)[C:2]2=[O:1])=[O:10])[CH:40]=[CH:41][C:42]=1[O:43][C:44]1[C:53]2[C:48](=[CH:49][C:50]([O:54][CH3:55])=[CH:51][CH:52]=2)[N:47]=[CH:46][CH:45]=1. The yield is 0.152. (10) The reactants are C[O:2][C:3](=O)[C@@H:4]([NH:23][C:24]([O:26][C:27]([CH3:30])([CH3:29])[CH3:28])=[O:25])[CH2:5][C:6]1[C:14]2[C:9](=[CH:10][CH:11]=[C:12]([O:15][Si:16]([C:19]([CH3:22])([CH3:21])[CH3:20])([CH3:18])[CH3:17])[CH:13]=2)[NH:8][CH:7]=1.[H-].[H-].[H-].[H-].[Li+].[Al+3].CCOCC.Cl. The catalyst is C1COCC1.CO. The product is [C:27]([O:26][C:24](=[O:25])[NH:23][C@H:4]([CH2:3][OH:2])[CH2:5][C:6]1[C:14]2[C:9](=[CH:10][CH:11]=[C:12]([O:15][Si:16]([C:19]([CH3:22])([CH3:21])[CH3:20])([CH3:18])[CH3:17])[CH:13]=2)[NH:8][CH:7]=1)([CH3:28])([CH3:30])[CH3:29]. The yield is 0.700.